This data is from Reaction yield outcomes from USPTO patents with 853,638 reactions. The task is: Predict the reaction yield, written as a fraction of the theoretical maximum amount of product (1.0 means a 100% yield; for example, 0.34 means a 34% yield). (1) The reactants are O[C:2]1[C:11]2[C:6](=[N:7][CH:8]=[CH:9][CH:10]=2)[N:5]([C:12]2[CH:17]=[CH:16][CH:15]=[C:14]([N+:18]([O-:20])=[O:19])[CH:13]=2)[C:4](=[O:21])[C:3]=1[C:22](=O)[CH2:23][CH2:24][C:25]1[CH:30]=[CH:29][N:28]=[CH:27][CH:26]=1.O.[NH2:33][NH2:34]. The catalyst is C(O)C. The product is [N+:18]([C:14]1[CH:13]=[C:12]([N:5]2[C:6]3[N:7]=[CH:8][CH:9]=[CH:10][C:11]=3[C:2]3[NH:33][N:34]=[C:22]([CH2:23][CH2:24][C:25]4[CH:30]=[CH:29][N:28]=[CH:27][CH:26]=4)[C:3]=3[C:4]2=[O:21])[CH:17]=[CH:16][CH:15]=1)([O-:20])=[O:19]. The yield is 0.960. (2) The reactants are [CH2:1]([O:3][C:4]1[C:5]([F:12])=[C:6]([OH:11])[C:7]([F:10])=[CH:8][CH:9]=1)[CH3:2].[CH2:13]([O:15][C:16](=[O:20])[C:17]#[C:18][CH3:19])[CH3:14].N12CCCN=C1CCCCC2. The catalyst is O1CCCC1. The product is [CH2:13]([O:15][C:16](=[O:20])/[CH:17]=[C:18](/[O:11][C:6]1[C:7]([F:10])=[CH:8][CH:9]=[C:4]([O:3][CH2:1][CH3:2])[C:5]=1[F:12])\[CH3:19])[CH3:14]. The yield is 0.660.